This data is from TCR-epitope binding with 47,182 pairs between 192 epitopes and 23,139 TCRs. The task is: Binary Classification. Given a T-cell receptor sequence (or CDR3 region) and an epitope sequence, predict whether binding occurs between them. (1) The epitope is LLFNKVTLA. The TCR CDR3 sequence is CASSLAGDEQFF. Result: 1 (the TCR binds to the epitope). (2) The epitope is NLVPMVATV. The TCR CDR3 sequence is CTSSQAPFWASNQPQHF. Result: 1 (the TCR binds to the epitope). (3) The epitope is MPASWVMRI. The TCR CDR3 sequence is CASSQVTLASSYNEQFF. Result: 1 (the TCR binds to the epitope). (4) The epitope is FVRATATIPI. The TCR CDR3 sequence is CASSQGQGGYEQYF. Result: 0 (the TCR does not bind to the epitope).